Dataset: Forward reaction prediction with 1.9M reactions from USPTO patents (1976-2016). Task: Predict the product of the given reaction. (1) The product is: [CH3:1][O:2][C:3]1[CH:4]=[C:5]([CH:9]=[C:10]([O:14][CH2:21][CH3:22])[C:11]=1[O:12][CH3:13])[C:6]([OH:8])=[O:7]. Given the reactants [CH3:1][O:2][C:3]1[CH:4]=[C:5]([CH:9]=[C:10]([OH:14])[C:11]=1[O:12][CH3:13])[C:6]([OH:8])=[O:7].C(=O)([O-])[O-].[K+].[K+].[CH2:21](I)[CH3:22].[OH-].[K+], predict the reaction product. (2) Given the reactants [NH2:1][CH:2]1[CH2:7][CH2:6][CH:5]([CH2:8][NH:9][C:10]2[C:15]([N+:16]([O-:18])=[O:17])=[CH:14][N:13]=[C:12]([NH:19][CH2:20][C:21]3[CH:26]=[CH:25][CH:24]=[CH:23][C:22]=3[O:27][C:28]([F:31])([F:30])[F:29])[N:11]=2)[CH2:4][CH2:3]1.[CH3:32][O:33][C:34](=[O:43])[C:35]1[CH:40]=[CH:39][CH:38]=[C:37]([CH:41]=O)[CH:36]=1.C(O[BH-](OC(=O)C)OC(=O)C)(=O)C.[Na+], predict the reaction product. The product is: [CH3:32][O:33][C:34](=[O:43])[C:35]1[CH:40]=[CH:39][CH:38]=[C:37]([CH2:41][NH:1][CH:2]2[CH2:3][CH2:4][CH:5]([CH2:8][NH:9][C:10]3[C:15]([N+:16]([O-:18])=[O:17])=[CH:14][N:13]=[C:12]([NH:19][CH2:20][C:21]4[CH:26]=[CH:25][CH:24]=[CH:23][C:22]=4[O:27][C:28]([F:30])([F:31])[F:29])[N:11]=3)[CH2:6][CH2:7]2)[CH:36]=1. (3) Given the reactants [F:1][C:2]([F:24])([F:23])[C:3]([C:9]1[CH:14]=[CH:13][CH:12]=[CH:11][C:10]=1[N:15]([CH3:22])[C:16]1[CH:21]=[CH:20][CH:19]=[CH:18][CH:17]=1)(O)[C:4]([F:7])([F:6])[F:5], predict the reaction product. The product is: [CH3:22][N:15]1[C:16]2[C:21](=[CH:20][CH:19]=[CH:18][CH:17]=2)[C:3]([C:4]([F:7])([F:6])[F:5])([C:2]([F:24])([F:23])[F:1])[C:9]2[CH:14]=[CH:13][CH:12]=[CH:11][C:10]1=2. (4) Given the reactants [CH2:1]([O:8][NH:9][C@H:10]1[CH2:15][N:14]([C:16]([O:18][C:19]([CH3:22])([CH3:21])[CH3:20])=[O:17])[C@H:13]([C:23]([OH:25])=O)[CH2:12][CH2:11]1)[C:2]1[CH:7]=[CH:6][CH:5]=[CH:4][CH:3]=1.Cl.C(N=C=NCCCN(C)C)C.[C:38]([C:42]1[CH:47]=[CH:46][C:45]([SH:48])=[CH:44][CH:43]=1)([CH3:41])([CH3:40])[CH3:39], predict the reaction product. The product is: [CH2:1]([O:8][NH:9][C@H:10]1[CH2:15][N:14]([C:16]([O:18][C:19]([CH3:20])([CH3:21])[CH3:22])=[O:17])[C@H:13]([C:23]([S:48][C:45]2[CH:46]=[CH:47][C:42]([C:38]([CH3:41])([CH3:40])[CH3:39])=[CH:43][CH:44]=2)=[O:25])[CH2:12][CH2:11]1)[C:2]1[CH:7]=[CH:6][CH:5]=[CH:4][CH:3]=1. (5) Given the reactants [CH2:1]([C:5]1([CH2:35][CH2:36][CH2:37][CH3:38])[CH2:11][N:10]([C:12]2[CH:25]=[CH:24][C:15]([O:16][CH2:17][CH2:18][N:19]([CH2:22][CH3:23])[CH2:20][CH3:21])=[CH:14][CH:13]=2)[C:9]2[CH:26]=[C:27]([N:30]([CH3:32])[CH3:31])[CH:28]=[CH:29][C:8]=2[S:7](=[O:34])(=[O:33])[CH2:6]1)[CH2:2][CH2:3][CH3:4].[CH2:39]([I:41])[CH3:40], predict the reaction product. The product is: [I-:41].[CH2:1]([C:5]1([CH2:35][CH2:36][CH2:37][CH3:38])[CH2:11][N:10]([C:12]2[CH:25]=[CH:24][C:15]([O:16][CH2:17][CH2:18][N+:19]([CH2:39][CH3:40])([CH2:20][CH3:21])[CH2:22][CH3:23])=[CH:14][CH:13]=2)[C:9]2[CH:26]=[C:27]([N:30]([CH3:32])[CH3:31])[CH:28]=[CH:29][C:8]=2[S:7](=[O:33])(=[O:34])[CH2:6]1)[CH2:2][CH2:3][CH3:4]. (6) The product is: [OH:7][C:6]1[CH:8]=[C:9]2[C:11]([C:14]([C:15]3[CH:20]=[CH:19][CH:18]=[CH:17][CH:16]=3)=[CH:22][C:23](=[O:24])[O:10]2)=[CH:12][CH:13]=1. Given the reactants OS(O)(=O)=O.[C:6]1([CH:13]=[CH:12][CH:11]=[C:9]([OH:10])[CH:8]=1)[OH:7].[C:14]([CH2:22][C:23](OCC)=[O:24])(=O)[C:15]1[CH:20]=[CH:19][CH:18]=[CH:17][CH:16]=1, predict the reaction product. (7) Given the reactants C1(S([CH2:9][C:10]2[CH:11]=[CH:12][N:13]3[C:18]=2[C:17]([NH:19][C:20]2[CH:25]=[CH:24][C:23]([O:26][CH2:27][C:28]4[CH:33]=[CH:32][CH:31]=[C:30]([F:34])[CH:29]=4)=[C:22]([Cl:35])[CH:21]=2)=[N:16][CH:15]=[N:14]3)=O)C=CC=CC=1.[NH2:36][CH:37]1[CH2:42][CH2:41][NH:40][CH2:39][CH2:38]1, predict the reaction product. The product is: [NH2:36][CH:37]1[CH2:42][CH2:41][N:40]([CH2:9][C:10]2[CH:11]=[CH:12][N:13]3[C:18]=2[C:17]([NH:19][C:20]2[CH:25]=[CH:24][C:23]([O:26][CH2:27][C:28]4[CH:33]=[CH:32][CH:31]=[C:30]([F:34])[CH:29]=4)=[C:22]([Cl:35])[CH:21]=2)=[N:16][CH:15]=[N:14]3)[CH2:39][CH2:38]1. (8) Given the reactants [F:1][CH:2]([F:11])[C:3]1[CH:10]=[CH:9][CH:8]=[CH:7][C:4]=1[CH:5]=O.[NH2:12][C:13]1[C:18]([C:19]([NH:21][CH2:22][CH2:23][C:24]2[CH:29]=[CH:28][CH:27]=[CH:26][CH:25]=2)=[O:20])=[C:17]([C:30]([F:33])([F:32])[F:31])[N:16]=[CH:15][CH:14]=1, predict the reaction product. The product is: [F:1][CH:2]([F:11])[C:3]1[CH:10]=[CH:9][CH:8]=[CH:7][C:4]=1[C:5]1[N:21]([CH2:22][CH2:23][C:24]2[CH:25]=[CH:26][CH:27]=[CH:28][CH:29]=2)[C:19](=[O:20])[C:18]2[C:17]([C:30]([F:33])([F:31])[F:32])=[N:16][CH:15]=[CH:14][C:13]=2[N:12]=1.